From a dataset of Full USPTO retrosynthesis dataset with 1.9M reactions from patents (1976-2016). Predict the reactants needed to synthesize the given product. (1) Given the product [Cl:15][C:4]1[C:3]([CH2:1][CH3:2])=[N:8][CH:7]=[C:6]([CH2:10][CH3:11])[N:5]=1, predict the reactants needed to synthesize it. The reactants are: [CH2:1]([CH:3]1[NH:8][C:7](=O)[CH:6]([CH2:10][CH3:11])[NH:5][C:4]1=O)[CH3:2].O=P(Cl)(Cl)[Cl:15]. (2) Given the product [OH:11][C:10]1[C:9](=[O:19])[N:8]2[CH:20]=[C:21]([N:31]3[CH2:36][CH2:35][N:34]([CH3:37])[CH2:33][CH2:32]3)[CH:22]=[C:23]([N:24]3[CH2:29][CH2:28][CH2:27][O:26][C:25]3=[O:30])[C:7]2=[N:6][C:5]=1[C:3]([O:2][CH3:1])=[O:4], predict the reactants needed to synthesize it. The reactants are: [CH3:1][O:2][C:3]([C:5]1[N:6]=[C:7]2[C:23]([N:24]3[CH2:29][CH2:28][CH2:27][O:26][C:25]3=[O:30])=[CH:22][C:21]([N:31]3[CH2:36][CH2:35][N:34]([CH3:37])[CH2:33][CH2:32]3)=[CH:20][N:8]2[C:9](=[O:19])[C:10]=1[O:11]CC1C=CC=CC=1)=[O:4]. (3) Given the product [F:18][C:2]([F:1])([F:17])[C:3]1[CH:4]=[C:5]([CH2:13][C:14]([NH:33][C:23]2[CH:24]=[CH:25][C:26]([N:27]3[CH:31]=[C:30]([CH3:32])[N:29]=[CH:28]3)=[C:21]([O:20][CH3:19])[CH:22]=2)=[O:16])[CH:6]=[C:7]([C:9]([F:10])([F:12])[F:11])[CH:8]=1, predict the reactants needed to synthesize it. The reactants are: [F:1][C:2]([F:18])([F:17])[C:3]1[CH:4]=[C:5]([CH2:13][C:14]([OH:16])=O)[CH:6]=[C:7]([C:9]([F:12])([F:11])[F:10])[CH:8]=1.[CH3:19][O:20][C:21]1[CH:22]=[C:23]([NH2:33])[CH:24]=[CH:25][C:26]=1[N:27]1[CH:31]=[C:30]([CH3:32])[N:29]=[CH:28]1.CN(C(ON1N=NC2C=CC=CC1=2)=[N+](C)C)C.[B-](F)(F)(F)F.C(OCC)(=O)C. (4) Given the product [CH3:1][S:2]([O:5][CH2:6][CH2:7][N:8]([CH2:24][CH2:25][O:26][S:27]([CH3:30])(=[O:28])=[O:29])[C:9]1[CH:17]=[C:13]([C:14]([NH:31][CH2:32][CH2:33][OH:34])=[O:16])[C:12]([N+:18]([O-:20])=[O:19])=[CH:11][C:10]=1[N+:21]([O-:23])=[O:22])(=[O:3])=[O:4], predict the reactants needed to synthesize it. The reactants are: [CH3:1][S:2]([O:5][CH2:6][CH2:7][N:8]([CH2:24][CH2:25][O:26][S:27]([CH3:30])(=[O:29])=[O:28])[C:9]1[C:10]([N+:21]([O-:23])=[O:22])=[CH:11][C:12]([N+:18]([O-:20])=[O:19])=[C:13]([CH:17]=1)[C:14]([OH:16])=O)(=[O:4])=[O:3].[NH2:31][CH2:32][CH2:33][OH:34].Cl. (5) Given the product [CH2:22]([N:8]1[C:9]2[C:5](=[CH:4][C:3]([O:2][CH3:1])=[CH:11][CH:10]=2)[C:6](=[O:13])[C:7]1=[O:12])[C:19]1[CH:20]=[CH:21][CH:16]=[CH:17][CH:18]=1, predict the reactants needed to synthesize it. The reactants are: [CH3:1][O:2][C:3]1[CH:4]=[C:5]2[C:9](=[CH:10][CH:11]=1)[NH:8][C:7](=[O:12])[C:6]2=[O:13].[H-].[Na+].[CH:16]1[CH:21]=[CH:20][C:19]([CH2:22]Br)=[CH:18][CH:17]=1.O. (6) Given the product [CH3:1][C:2]1[N:3]=[C:4]([C:8]2[C:13]([O:14][C:15]3[C:24]4[C:19](=[CH:20][C:21]([O:27][CH2:28][CH:29]([OH:30])[CH2:31][OH:37])=[C:22]([O:25][CH3:26])[CH:23]=4)[N:18]=[CH:17][CH:16]=3)=[CH:12][C:11]([CH3:32])=[C:10]([CH3:33])[N:9]=2)[S:5][C:6]=1[CH3:7], predict the reactants needed to synthesize it. The reactants are: [CH3:1][C:2]1[N:3]=[C:4]([C:8]2[C:13]([O:14][C:15]3[C:24]4[C:19](=[CH:20][C:21]([O:27][CH2:28][CH:29]5[CH2:31][O:30]5)=[C:22]([O:25][CH3:26])[CH:23]=4)[N:18]=[CH:17][CH:16]=3)=[CH:12][C:11]([CH3:32])=[C:10]([CH3:33])[N:9]=2)[S:5][C:6]=1[CH3:7].FC(F)(F)C(O)=[O:37].[OH-].[Na+].O. (7) Given the product [F:5][C:6]1[C:11]([F:12])=[C:10]([F:13])[C:9]([F:14])=[C:8]([F:15])[C:7]=1[C:16]1[C:17]([OH:23])=[CH:18][CH:19]=[C:20]([CH3:22])[CH:21]=1, predict the reactants needed to synthesize it. The reactants are: B(Br)(Br)Br.[F:5][C:6]1[C:11]([F:12])=[C:10]([F:13])[C:9]([F:14])=[C:8]([F:15])[C:7]=1[C:16]1[CH:21]=[C:20]([CH3:22])[CH:19]=[CH:18][C:17]=1[O:23]C. (8) Given the product [CH2:18]([O:20][C:21](=[O:34])[CH:22]([O:31][CH2:32][CH3:33])[CH2:23][C:24]1[CH:29]=[CH:28][C:27]([O:16][CH2:15][CH2:14][C:11]2[CH:10]=[CH:9][C:8]([NH:7][C:6]([O:5][C:1]([CH3:4])([CH3:2])[CH3:3])=[O:17])=[CH:13][CH:12]=2)=[CH:26][CH:25]=1)[CH3:19], predict the reactants needed to synthesize it. The reactants are: [C:1]([O:5][C:6](=[O:17])[NH:7][C:8]1[CH:13]=[CH:12][C:11]([CH2:14][CH2:15][OH:16])=[CH:10][CH:9]=1)([CH3:4])([CH3:3])[CH3:2].[CH2:18]([O:20][C:21](=[O:34])[CH:22]([O:31][CH2:32][CH3:33])[CH2:23][C:24]1[CH:29]=[CH:28][C:27](O)=[CH:26][CH:25]=1)[CH3:19].N(C(N1CCCCC1)=O)=NC(N1CCCCC1)=O.C1(P(C2C=CC=CC=2)C2C=CC=CC=2)C=CC=CC=1. (9) Given the product [ClH:33].[C:42]([NH:2][C:3]1[CH:8]=[CH:7][C:6]([C:9]2[N:10]=[C:11]([S:14][CH:15]([CH:20]3[CH2:25][CH2:24][N:23]([CH2:26][C:27]4[CH:32]=[CH:31][C:30]([Cl:33])=[C:29]([Cl:34])[CH:28]=4)[CH2:22][CH2:21]3)[CH2:16][CH2:17][CH2:18][NH-:19])[S:12][CH:13]=2)=[CH:5][CH:4]=1)(=[O:44])[CH3:43], predict the reactants needed to synthesize it. The reactants are: Cl.[NH2:2][C:3]1[CH:8]=[CH:7][C:6]([C:9]2[N:10]=[C:11]([S:14][CH:15]([CH:20]3[CH2:25][CH2:24][N:23]([CH2:26][C:27]4[CH:32]=[CH:31][C:30]([Cl:33])=[C:29]([Cl:34])[CH:28]=4)[CH2:22][CH2:21]3)[CH2:16][CH2:17][CH2:18][NH-:19])[S:12][CH:13]=2)=[CH:5][CH:4]=1.C(N(CC)CC)C.[C:42](Cl)(=[O:44])[CH3:43]. (10) Given the product [CH2:66]([S:73][C:2]1[CH:11]=[C:10]2[C:5]([C:6]([Cl:12])=[CH:7][CH:8]=[N:9]2)=[CH:4][C:3]=1[O:13][CH3:14])[C:67]1[CH:72]=[CH:71][CH:70]=[CH:69][CH:68]=1, predict the reactants needed to synthesize it. The reactants are: Br[C:2]1[CH:11]=[C:10]2[C:5]([C:6]([Cl:12])=[CH:7][CH:8]=[N:9]2)=[CH:4][C:3]=1[O:13][CH3:14].CCN(C(C)C)C(C)C.CC1(C)C2C(=C(P(C3C=CC=CC=3)C3C=CC=CC=3)C=CC=2)OC2C(P(C3C=CC=CC=3)C3C=CC=CC=3)=CC=CC1=2.[CH2:66]([SH:73])[C:67]1[CH:72]=[CH:71][CH:70]=[CH:69][CH:68]=1.